Task: Predict which catalyst facilitates the given reaction.. Dataset: Catalyst prediction with 721,799 reactions and 888 catalyst types from USPTO (1) Reactant: [NH2:1][C:2]1[C:7]([C:8]#[N:9])=[C:6]([NH:10][C@H:11]([C:13]2[N:17]([CH:18]3[CH2:20][CH2:19]3)[C:16]3[C:21](Br)=[C:22]([F:25])[CH:23]=[CH:24][C:15]=3[N:14]=2)[CH3:12])[N:5]=[CH:4][N:3]=1.[C:27]1(B(O)O)[CH:32]=[CH:31][CH:30]=[CH:29][CH:28]=1.C(=O)([O-])[O-].[Cs+].[Cs+]. Product: [NH2:1][C:2]1[C:7]([C:8]#[N:9])=[C:6]([NH:10][C@H:11]([C:13]2[N:17]([CH:18]3[CH2:20][CH2:19]3)[C:16]3[C:21]([C:27]4[CH:32]=[CH:31][CH:30]=[CH:29][CH:28]=4)=[C:22]([F:25])[CH:23]=[CH:24][C:15]=3[N:14]=2)[CH3:12])[N:5]=[CH:4][N:3]=1. The catalyst class is: 70. (2) Product: [Cl:26][CH2:27][C:28]1[CH:35]=[CH:34][C:31]([CH2:32][N:13]([S:10]([C:5]2[CH:6]=[CH:7][CH:8]=[CH:9][C:4]=2[N+:1]([O-:3])=[O:2])(=[O:12])=[O:11])[C:14]2[CH:19]=[CH:18][C:17]([CH2:20][CH2:21][C:22]([O:24][CH3:25])=[O:23])=[CH:16][CH:15]=2)=[CH:30][CH:29]=1. The catalyst class is: 11. Reactant: [N+:1]([C:4]1[CH:9]=[CH:8][CH:7]=[CH:6][C:5]=1[S:10]([NH:13][C:14]1[CH:19]=[CH:18][C:17]([CH2:20][CH2:21][C:22]([O:24][CH3:25])=[O:23])=[CH:16][CH:15]=1)(=[O:12])=[O:11])([O-:3])=[O:2].[Cl:26][CH2:27][C:28]1[CH:35]=[CH:34][C:31]([CH2:32]O)=[CH:30][CH:29]=1.C1(P(C2C=CC=CC=2)C2C=CC=CC=2)C=CC=CC=1.N(C(OCC)=O)=NC(OCC)=O. (3) Product: [CH:23]([OH:25])=[O:24].[NH2:6][C:7]1[N:12]=[C:11]([O:13][C:14]2[CH:15]=[C:16]([CH3:28])[C:17]3[CH:21]([CH2:22][C:23]([OH:25])=[O:24])[O:20][B:19]([OH:26])[C:18]=3[CH:27]=2)[CH:10]=[CH:9][N:8]=1. Reactant: COC1C=CC(OC)=CC=1C[NH:6][C:7]1[N:12]=[C:11]([O:13][C:14]2[CH:15]=[C:16]([CH3:28])[C:17]3[CH:21]([CH2:22][C:23]([OH:25])=[O:24])[O:20][B:19]([OH:26])[C:18]=3[CH:27]=2)[CH:10]=[CH:9][N:8]=1.FC(F)(F)C(O)=O. The catalyst class is: 2. (4) Product: [CH3:36][CH:32]1[CH2:33][CH2:34][CH2:35][N:31]1[CH2:30][CH2:29][C:27]1[S:28][C:24]2[CH:23]=[CH:22][C:21]([C:14]3[CH:15]=[CH:16][C:11]([C:9]#[N:10])=[CH:12][CH:13]=3)=[CH:37][C:25]=2[N:26]=1. Reactant: C([O-])([O-])=O.[K+].[K+].[F-].[Cs+].[C:9]([C:11]1[CH:16]=[CH:15][C:14](B(O)O)=[CH:13][CH:12]=1)#[N:10].Br[C:21]1[CH:22]=[CH:23][C:24]2[S:28][C:27]([CH2:29][CH2:30][N:31]3[CH2:35][CH2:34][CH2:33][CH:32]3[CH3:36])=[N:26][C:25]=2[CH:37]=1.C1(P(C2CCCCC2)C2C=CC=CC=2C2C=CC=CC=2)CCCCC1. The catalyst class is: 11. (5) Reactant: Cl[C:2]1[CH:3]=[C:4]([NH:10][C:11]2[CH:16]=[N:15][C:14]([CH2:17][NH:18][CH:19]3[CH2:22][CH2:21][CH2:20]3)=[CH:13][N:12]=2)[C:5](=[O:9])[N:6]([CH3:8])[N:7]=1.[C:23]([C:27]1[CH:28]=[C:29]2[C:34](=[C:35]([F:37])[CH:36]=1)[C:33](=[O:38])[N:32]([C:39]1[CH:49]=[CH:48][CH:47]=[C:46](B3OC(C)(C)C(C)(C)O3)[C:40]=1[CH2:41][O:42]C(=O)C)[N:31]=[CH:30]2)([CH3:26])([CH3:25])[CH3:24].[O-]P([O-])([O-])=O.[K+].[K+].[K+].CC(C1C=C(C(C)C)C(C2C=CC=CC=2P(C2CCCCC2)C2CCCCC2)=C(C(C)C)C=1)C.[OH-].[Na+]. Product: [C:23]([C:27]1[CH:28]=[C:29]2[C:34](=[C:35]([F:37])[CH:36]=1)[C:33](=[O:38])[N:32]([C:39]1[CH:49]=[CH:48][CH:47]=[C:46]([C:2]3[CH:3]=[C:4]([NH:10][C:11]4[CH:16]=[N:15][C:14]([CH2:17][NH:18][CH:19]5[CH2:22][CH2:21][CH2:20]5)=[CH:13][N:12]=4)[C:5](=[O:9])[N:6]([CH3:8])[N:7]=3)[C:40]=1[CH2:41][OH:42])[N:31]=[CH:30]2)([CH3:26])([CH3:24])[CH3:25]. The catalyst class is: 729. (6) Reactant: [CH3:1]/[C:2](=[CH:6]\[CH3:7])/[C:3](=[O:5])[CH3:4].CCN(CC)CC.[Si:15](OS(C(F)(F)F)(=O)=O)([CH2:20][CH3:21])([CH2:18][CH3:19])[CH2:16][CH3:17].C([O-])(O)=O.[Na+]. Product: [CH2:16]([Si:15]([CH2:20][CH3:21])([CH2:18][CH3:19])[O:5][C:3](/[C:2](/[CH3:1])=[CH:6]/[CH3:7])=[CH2:4])[CH3:17]. The catalyst class is: 2. (7) Reactant: [CH2:1]([O:8][C:9]1[CH:10]=[C:11]([CH:15]=[CH:16][C:17]=1[C:18]1[NH:19][C:20]2[C:25]([CH:26]=1)=[CH:24][C:23]([Cl:27])=[C:22]([Cl:28])[CH:21]=2)[C:12]([OH:14])=O)[C:2]1[CH:7]=[CH:6][CH:5]=[CH:4][CH:3]=1.ON1C2C=CC=CC=2N=N1.[NH2:39][CH:40]1[CH2:45][C:44]([CH3:47])([CH3:46])[NH:43][C:42]([CH3:49])([CH3:48])[CH2:41]1. Product: [Cl:27][C:23]1[CH:24]=[C:25]2[C:20](=[CH:21][C:22]=1[Cl:28])[NH:19][C:18]([C:17]1[CH:16]=[CH:15][C:11]([C:12]([NH:39][CH:40]3[CH2:41][C:42]([CH3:49])([CH3:48])[NH:43][C:44]([CH3:47])([CH3:46])[CH2:45]3)=[O:14])=[CH:10][C:9]=1[O:8][CH2:1][C:2]1[CH:7]=[CH:6][CH:5]=[CH:4][CH:3]=1)=[CH:26]2. The catalyst class is: 1. (8) Reactant: [NH2:1][C:2]1[CH:3]=[N:4][CH:5]=[C:6]([Cl:9])[C:7]=1[OH:8].[Cl:10][C:11]1[CH:12]=[C:13]([CH2:18][S:19](Cl)(=[O:21])=[O:20])[CH:14]=[C:15]([Cl:17])[CH:16]=1.S(Cl)(Cl)(=O)=O.Cl. Product: [Cl:9][C:6]1[C:7]([OH:8])=[C:2]([NH:1][S:19]([CH2:18][C:13]2[CH:14]=[C:15]([Cl:17])[CH:16]=[C:11]([Cl:10])[CH:12]=2)(=[O:21])=[O:20])[CH:3]=[N:4][CH:5]=1. The catalyst class is: 341.